From a dataset of Reaction yield outcomes from USPTO patents with 853,638 reactions. Predict the reaction yield, written as a fraction of the theoretical maximum amount of product (1.0 means a 100% yield; for example, 0.34 means a 34% yield). The reactants are [Si:1]([O:8][CH2:9]/[CH:10]=[CH:11]/[C:12]([OH:14])=O)([C:4]([CH3:7])([CH3:6])[CH3:5])([CH3:3])[CH3:2].C(Cl)(=O)C(C)(C)C.[C:22]1([C@H:28]2[CH2:32][O:31][C:30](=[O:33])[NH:29]2)[CH:27]=[CH:26][CH:25]=[CH:24][CH:23]=1.C([Li])CCC.O1CCNC1=O. The catalyst is C1COCC1. The product is [Si:1]([O:8][CH2:9]/[CH:10]=[CH:11]/[C:12]([N:29]1[C@@H:28]([C:22]2[CH:27]=[CH:26][CH:25]=[CH:24][CH:23]=2)[CH2:32][O:31][C:30]1=[O:33])=[O:14])([C:4]([CH3:5])([CH3:6])[CH3:7])([CH3:2])[CH3:3]. The yield is 0.620.